Predict the product of the given reaction. From a dataset of Forward reaction prediction with 1.9M reactions from USPTO patents (1976-2016). (1) Given the reactants [OH:1][CH:2]1[CH2:7][CH2:6][CH:5]([C:8]([O:10][CH2:11][CH3:12])=[O:9])[CH2:4][CH2:3]1.N1C=CN=C1.[Si:18](Cl)([C:21]([CH3:24])([CH3:23])[CH3:22])([CH3:20])[CH3:19].O, predict the reaction product. The product is: [Si:18]([O:1][CH:2]1[CH2:3][CH2:4][CH:5]([C:8]([O:10][CH2:11][CH3:12])=[O:9])[CH2:6][CH2:7]1)([C:21]([CH3:24])([CH3:23])[CH3:22])([CH3:20])[CH3:19]. (2) Given the reactants [C@H:1]1([NH:10][C:11]2[CH:20]=[CH:19][C:18]3[C:13](=[CH:14][CH:15]=[CH:16][C:17]=3I)[N:12]=2)[C:9]2[C:4](=[CH:5][CH:6]=[CH:7][CH:8]=2)[CH2:3][CH2:2]1.[OH:22][CH2:23][CH2:24][S:25][CH3:26].C(=O)([O-])[O-].[Cs+].[Cs+].N1C2C(=CC=C3C=2N=CC=C3)C=CC=1, predict the reaction product. The product is: [C@H:1]1([NH:10][C:11]2[CH:20]=[CH:19][C:18]3[C:13](=[CH:14][CH:15]=[CH:16][C:17]=3[O:22][CH2:23][CH2:24][S:25][CH3:26])[N:12]=2)[C:9]2[C:4](=[CH:5][CH:6]=[CH:7][CH:8]=2)[CH2:3][CH2:2]1. (3) Given the reactants [Cl:1][C:2]1[CH:10]=[CH:9][CH:8]=[C:7]([F:11])[C:3]=1[CH2:4][Mg]Cl.[CH2:12]([N:19]1[CH2:24][CH2:23][O:22][CH:21]([C:25]([C:27]2[CH:32]=[CH:31][CH:30]=[CH:29][CH:28]=2)=[O:26])[CH2:20]1)[C:13]1[CH:18]=[CH:17][CH:16]=[CH:15][CH:14]=1, predict the reaction product. The product is: [CH2:12]([N:19]1[CH2:24][CH2:23][O:22][CH:21]([C:25]([C:27]2[CH:32]=[CH:31][CH:30]=[CH:29][CH:28]=2)([OH:26])[CH2:4][C:3]2[C:7]([F:11])=[CH:8][CH:9]=[CH:10][C:2]=2[Cl:1])[CH2:20]1)[C:13]1[CH:14]=[CH:15][CH:16]=[CH:17][CH:18]=1. (4) Given the reactants [CH3:1][O:2][C:3]1[CH:4]=[C:5]2[C:10](=[C:11]([NH2:13])[CH:12]=1)[N:9]=[CH:8][CH:7]=[CH:6]2.Br[CH2:15][CH2:16][CH2:17][C:18]#[N:19], predict the reaction product. The product is: [CH3:1][O:2][C:3]1[CH:4]=[C:5]2[C:10](=[C:11]([NH:13][CH2:15][CH2:16][CH2:17][C:18]#[N:19])[CH:12]=1)[N:9]=[CH:8][CH:7]=[CH:6]2. (5) Given the reactants [C:1]([CH2:4][CH2:5][C:6]1[C:14]2[C:13](=[O:15])[CH2:12][CH2:11][CH2:10][C:9]=2[NH:8][CH:7]=1)([OH:3])=[O:2].S(=O)(=O)(O)O.[CH2:21](O)[CH3:22], predict the reaction product. The product is: [CH2:21]([O:2][C:1](=[O:3])[CH2:4][CH2:5][C:6]1[C:14]2[C:13](=[O:15])[CH2:12][CH2:11][CH2:10][C:9]=2[NH:8][CH:7]=1)[CH3:22].